This data is from Catalyst prediction with 721,799 reactions and 888 catalyst types from USPTO. The task is: Predict which catalyst facilitates the given reaction. (1) The catalyst class is: 3. Reactant: [Br:1][C:2]1[C:10]2[C:5](=[CH:6][CH:7]=[CH:8][C:9]=2[N+:11]([O-:13])=[O:12])[NH:4][N:3]=1.C(=O)([O-])[O-].[K+].[K+].Cl.Cl[CH2:22][C:23]1[CH:27]=[CH:26][N:25]([CH:28]([CH3:30])[CH3:29])[N:24]=1. Product: [Br:1][C:2]1[C:10]2[C:5](=[CH:6][CH:7]=[CH:8][C:9]=2[N+:11]([O-:13])=[O:12])[N:4]([CH2:22][C:23]2[CH:27]=[CH:26][N:25]([CH:28]([CH3:30])[CH3:29])[N:24]=2)[N:3]=1. (2) Reactant: [N:1]1[CH:6]=[CH:5][C:4]([C:7]2[CH:16]=[CH:15][C:10]([C:11](OC)=[O:12])=[CH:9][CH:8]=2)=[N:3][CH:2]=1.[OH-].[Na+].[ClH:19]. Product: [N:1]1[CH:6]=[CH:5][C:4]([C:7]2[CH:16]=[CH:15][C:10]([C:11]([Cl:19])=[O:12])=[CH:9][CH:8]=2)=[N:3][CH:2]=1. The catalyst class is: 8. (3) Reactant: [Cl:1][C:2]1[C:3]([OH:12])=[C:4]([O:10][CH3:11])[CH:5]=[C:6]([CH:9]=1)[CH:7]=[O:8].C(=O)([O-])[O-].[Cs+].[Cs+].Br[CH2:20][C:21]([O:23][CH2:24][CH3:25])=[O:22]. Product: [Cl:1][C:2]1[CH:9]=[C:6]([CH:7]=[O:8])[CH:5]=[C:4]([O:10][CH3:11])[C:3]=1[O:12][CH2:20][C:21]([O:23][CH2:24][CH3:25])=[O:22]. The catalyst class is: 21. (4) Reactant: [Cl:1][C:2]1[CH:3]=[C:4]([CH:37]=[CH:38][C:39]=1[F:40])[CH2:5][N:6]1[CH2:15][CH2:14][C:13]2[C:8](=[C:9]([O:34]C)[C:10](=[O:33])[N:11]3[CH2:21][C:20]([CH3:23])([CH3:22])[C@@H:19]([O:24]C4CCCCO4)[CH2:18][N:17]([CH3:31])[C:16](=[O:32])[C:12]3=2)[C:7]1=[O:36].B(Br)(Br)Br. Product: [Cl:1][C:2]1[CH:3]=[C:4]([CH:37]=[CH:38][C:39]=1[F:40])[CH2:5][N:6]1[CH2:15][CH2:14][C:13]2[C:8](=[C:9]([OH:34])[C:10](=[O:33])[N:11]3[CH2:21][C:20]([CH3:23])([CH3:22])[C@@H:19]([OH:24])[CH2:18][N:17]([CH3:31])[C:16](=[O:32])[C:12]3=2)[C:7]1=[O:36]. The catalyst class is: 2. (5) Reactant: [CH2:1]([C:8]1[O:12][N:11]=[CH:10][C:9]=1[C:13]([OH:15])=O)[C:2]1[CH:7]=[CH:6][CH:5]=[CH:4][CH:3]=1.CN(C(ON1N=NC2C=CC=CC1=2)=[N+](C)C)C.[B-](F)(F)(F)F.C(N(C(C)C)C(C)C)C.[NH:47]1[CH2:51][CH2:50][CH:49]([C:52]2[CH:53]=[N:54][CH:55]=[CH:56][CH:57]=2)[CH2:48]1. Product: [CH2:1]([C:8]1[O:12][N:11]=[CH:10][C:9]=1[C:13]([N:47]1[CH2:51][CH2:50][CH:49]([C:52]2[CH:53]=[N:54][CH:55]=[CH:56][CH:57]=2)[CH2:48]1)=[O:15])[C:2]1[CH:3]=[CH:4][CH:5]=[CH:6][CH:7]=1. The catalyst class is: 3.